From a dataset of hERG potassium channel inhibition data for cardiac toxicity prediction from Karim et al.. Regression/Classification. Given a drug SMILES string, predict its toxicity properties. Task type varies by dataset: regression for continuous values (e.g., LD50, hERG inhibition percentage) or binary classification for toxic/non-toxic outcomes (e.g., AMES mutagenicity, cardiotoxicity, hepatotoxicity). Dataset: herg_karim. (1) The drug is Cn1c(SCCCN2CC[C@H]3C[C@@]3(c3ccc(C(F)(F)F)cc3)CC2)nnc1-c1ccnnc1. The result is 1 (blocker). (2) The compound is C[C@@H](N1CCn2nc(-c3cncc(C#N)c3)nc2C1)[C@](O)(Cn1cncn1)c1ccc(F)cc1F. The result is 0 (non-blocker). (3) The result is 0 (non-blocker). The compound is O=C1COc2ccc(CNC34CCC(C[C@]5(O)Cn6c(=O)ccc7ncc(F)c5c76)(CC3)OC4)nc2N1. (4) The compound is CN1CC=CCC(c2ccc(Cl)c(Cl)c2)C1. The result is 1 (blocker). (5) The molecule is COc1nc2ccc(Br)cc2cc1[C@@H](c1ccccc1)[C@@](O)(CCN(C)C)c1cccc2ccccc12. The result is 1 (blocker). (6) The compound is CC1CCCN1CCN1CCc2cc(-c3ccc(C(=O)N4CCCC4)cc3)ccc2C1=O. The result is 1 (blocker). (7) The molecule is Cn1c(=O)c(Oc2ccc(F)cc2F)cc2cnc(NC3CCOCC3)nc21. The result is 0 (non-blocker).